From a dataset of HIV replication inhibition screening data with 41,000+ compounds from the AIDS Antiviral Screen. Binary Classification. Given a drug SMILES string, predict its activity (active/inactive) in a high-throughput screening assay against a specified biological target. (1) The compound is Cc1ccc(N=NC2SC(=C(C#N)c3nc4ccccc4[nH]3)N(c3ccccc3)C2=O)cc1. The result is 0 (inactive). (2) The molecule is O=C1C(=Cc2ccccc2)NC(=S)N1CN1CCOCC1. The result is 0 (inactive).